From a dataset of Reaction yield outcomes from USPTO patents with 853,638 reactions. Predict the reaction yield, written as a fraction of the theoretical maximum amount of product (1.0 means a 100% yield; for example, 0.34 means a 34% yield). (1) The reactants are C([N:8]1[CH2:13][CH2:12][CH:11]([CH2:14][C:15]2[CH:22]=[CH:21][C:18]([C:19]#[N:20])=[CH:17][CH:16]=2)[CH2:10][CH2:9]1)C1C=CC=CC=1.[Cl:23]C(Cl)C.ClC(OC(Cl)=O)C. No catalyst specified. The product is [ClH:23].[NH:8]1[CH2:9][CH2:10][CH:11]([CH2:14][C:15]2[CH:16]=[CH:17][C:18]([C:19]#[N:20])=[CH:21][CH:22]=2)[CH2:12][CH2:13]1. The yield is 0.944. (2) The reactants are [F:1][C:2]1[CH:10]=[CH:9][CH:8]=[CH:7][C:3]=1[C:4](Cl)=[O:5].[CH3:11][NH:12][O:13][CH3:14].C(N(CC)CC)C. The catalyst is C(Cl)Cl. The product is [F:1][C:2]1[CH:10]=[CH:9][CH:8]=[CH:7][C:3]=1[C:4]([N:12]([O:13][CH3:14])[CH3:11])=[O:5]. The yield is 0.846.